This data is from Reaction yield outcomes from USPTO patents with 853,638 reactions. The task is: Predict the reaction yield, written as a fraction of the theoretical maximum amount of product (1.0 means a 100% yield; for example, 0.34 means a 34% yield). (1) The reactants are [OH-].[Li+].[CH2:3]([C:9]1[CH:10]=[C:11]2[C:16](=[CH:17][CH:18]=1)[C:15]([C:19]([O:21]C)=[O:20])=[CH:14][CH:13]=[CH:12]2)[CH2:4][CH2:5][CH2:6][CH2:7][CH3:8]. No catalyst specified. The product is [CH2:3]([C:9]1[CH:10]=[C:11]2[C:16](=[CH:17][CH:18]=1)[C:15]([C:19]([OH:21])=[O:20])=[CH:14][CH:13]=[CH:12]2)[CH2:4][CH2:5][CH2:6][CH2:7][CH3:8]. The yield is 0.970. (2) The reactants are [H-].[Na+].[CH3:3][CH2:4][O:5][C:6]([CH:8]([NH:14][C:15]([CH3:17])=[O:16])[C:9]([O:11][CH2:12][CH3:13])=[O:10])=[O:7].[C:18]([N:25]1[C:37]2[CH:36]=[CH:35][C:34]([CH2:38]Br)=[CH:33][C:32]=2[C:31]2[C:26]1=[CH:27][CH:28]=[CH:29][CH:30]=2)([O:20][C:21]([CH3:24])([CH3:23])[CH3:22])=[O:19]. The catalyst is C1COCC1. The product is [CH2:12]([O:11][C:9](=[O:10])[C:8]([NH:14][C:15](=[O:16])[CH3:17])([CH2:38][C:34]1[CH:35]=[CH:36][C:37]2[N:25]([C:18]([O:20][C:21]([CH3:24])([CH3:23])[CH3:22])=[O:19])[C:26]3[C:31]([C:32]=2[CH:33]=1)=[CH:30][CH:29]=[CH:28][CH:27]=3)[C:6]([O:5][CH2:4][CH3:3])=[O:7])[CH3:13]. The yield is 0.270.